This data is from Forward reaction prediction with 1.9M reactions from USPTO patents (1976-2016). The task is: Predict the product of the given reaction. Given the reactants [N:1]1([CH2:6][CH2:7][O:8][C:9]2[CH:10]=[CH:11][C:12]3[O:16][C:15]([C:17]([OH:19])=O)=[CH:14][C:13]=3[CH:20]=2)[CH2:5][CH2:4][CH2:3][CH2:2]1.Cl.[CH3:22][O:23][C:24](=[O:35])[C:25]1[CH:30]=[CH:29][C:28]([O:31][CH2:32][CH2:33][NH2:34])=[CH:27][CH:26]=1.C(N(C(C)C)CC)(C)C, predict the reaction product. The product is: [CH3:22][O:23][C:24](=[O:35])[C:25]1[CH:26]=[CH:27][C:28]([O:31][CH2:32][CH2:33][NH:34][C:17]([C:15]2[O:16][C:12]3[CH:11]=[CH:10][C:9]([O:8][CH2:7][CH2:6][N:1]4[CH2:2][CH2:3][CH2:4][CH2:5]4)=[CH:20][C:13]=3[CH:14]=2)=[O:19])=[CH:29][CH:30]=1.